Predict the reaction yield, written as a fraction of the theoretical maximum amount of product (1.0 means a 100% yield; for example, 0.34 means a 34% yield). From a dataset of Reaction yield outcomes from USPTO patents with 853,638 reactions. (1) The reactants are [NH2:1][C:2]1[CH:3]=[C:4]([SH:8])[CH:5]=[CH:6][CH:7]=1.Cl.Cl[C:11]1[CH:16]=[CH:15][N:14]=[CH:13][CH:12]=1.C([O-])([O-])=O.[K+].[K+]. The catalyst is CN(C=O)C.CCOC(C)=O.O. The product is [N:14]1[CH:15]=[CH:16][C:11]([S:8][C:4]2[CH:3]=[C:2]([CH:7]=[CH:6][CH:5]=2)[NH2:1])=[CH:12][CH:13]=1. The yield is 0.660. (2) The reactants are [CH:1]([C:3]1[CH:11]=[C:10]2[C:6]([C:7]([C:12]#[N:13])=[N:8][NH:9]2)=[CH:5][CH:4]=1)=O.[NH:14]1[C:22]2[C:17](=[CH:18][CH:19]=[CH:20][CH:21]=2)[CH2:16][C:15]1=[O:23].N1CCCCC1. The catalyst is CCO. The product is [O:23]=[C:15]1[NH:14][C:22]2[C:17](/[C:16]/1=[CH:1]\[C:3]1[CH:11]=[C:10]3[C:6]([C:7]([C:12]#[N:13])=[N:8][NH:9]3)=[CH:5][CH:4]=1)=[CH:18][CH:19]=[CH:20][CH:21]=2. The yield is 0.820. (3) The reactants are [CH3:1][C:2]1[CH:7]=[C:6]([C:8]([CH3:10])=[O:9])[C:5]([OH:11])=[C:4]([N+:12]([O-:14])=[O:13])[CH:3]=1.[CH2:15]([O:22][C:23]1[CH:30]=[CH:29][C:26]([CH:27]=O)=[CH:25][CH:24]=1)[C:16]1[CH:21]=[CH:20][CH:19]=[CH:18][CH:17]=1. No catalyst specified. The product is [CH2:15]([O:22][C:23]1[CH:24]=[CH:25][C:26](/[CH:27]=[CH:10]/[C:8]([C:6]2[CH:7]=[C:2]([CH3:1])[CH:3]=[C:4]([N+:12]([O-:14])=[O:13])[C:5]=2[OH:11])=[O:9])=[CH:29][CH:30]=1)[C:16]1[CH:17]=[CH:18][CH:19]=[CH:20][CH:21]=1. The yield is 0.750. (4) The reactants are [CH3:1][C:2]1[CH:11]=[CH:10][C:5]([C:6](OC)=[O:7])=[CH:4][N:3]=1.[H-].[H-].[H-].[H-].[Li+].[Al+3].O.S([O-])([O-])(=O)=O.[Mg+2]. The catalyst is O1CCCC1. The product is [CH3:1][C:2]1[N:3]=[CH:4][C:5]([CH2:6][OH:7])=[CH:10][CH:11]=1. The yield is 0.820. (5) The reactants are Br[C:2]1[CH:7]=[CH:6][C:5]([S:8]([NH:11][C:12]2[S:13][CH:14]=[CH:15][N:16]=2)(=[O:10])=[O:9])=[CH:4][CH:3]=1.[CH3:17][CH:18]1[CH2:23][NH:22][CH2:21][CH2:20][NH:19]1.C(P(C(C)(C)C)C1C=CC=CC=1C1C=CC=CC=1)(C)(C)C.O(C(C)(C)C)[Na]. The catalyst is C1C=CC(/C=C/C(/C=C/C2C=CC=CC=2)=O)=CC=1.C1C=CC(/C=C/C(/C=C/C2C=CC=CC=2)=O)=CC=1.C1C=CC(/C=C/C(/C=C/C2C=CC=CC=2)=O)=CC=1.[Pd].[Pd].C1(C)C=CC=CC=1. The product is [CH3:17][CH:18]1[NH:19][CH2:20][CH2:21][N:22]([C:2]2[CH:7]=[CH:6][C:5]([S:8]([NH:11][C:12]3[S:13][CH:14]=[CH:15][N:16]=3)(=[O:10])=[O:9])=[CH:4][CH:3]=2)[CH2:23]1. The yield is 0.760. (6) The reactants are CC1(C)C2C(=C(P(C3C=CC=CC=3)C3C=CC=CC=3)C=CC=2)OC2C(P(C3C=CC=CC=3)C3C=CC=CC=3)=CC=CC1=2.Br[C:44]1[CH:45]=[CH:46][C:47]([O:79][CH3:80])=[C:48]([N:50]2[C:59]3[C:54](=[CH:55][C:56]([S:60]([N:63]([C:73]4[CH:77]=[CH:76][O:75][N:74]=4)[CH2:64][C:65]4[CH:70]=[CH:69][C:68]([O:71][CH3:72])=[CH:67][CH:66]=4)(=[O:62])=[O:61])=[CH:57][CH:58]=3)[CH:53]=[CH:52][C:51]2=[O:78])[CH:49]=1.C[Si]([CH2:85][C:86]#[N:87])(C)C. The catalyst is CN(C)C=O.O.C1C=CC(/C=C/C(/C=C/C2C=CC=CC=2)=O)=CC=1.C1C=CC(/C=C/C(/C=C/C2C=CC=CC=2)=O)=CC=1.C1C=CC(/C=C/C(/C=C/C2C=CC=CC=2)=O)=CC=1.[Pd].[Pd].[F-].[F-].[Zn+2]. The product is [C:86]([CH2:85][C:44]1[CH:45]=[CH:46][C:47]([O:79][CH3:80])=[C:48]([N:50]2[C:59]3[C:54](=[CH:55][C:56]([S:60]([N:63]([C:73]4[CH:77]=[CH:76][O:75][N:74]=4)[CH2:64][C:65]4[CH:70]=[CH:69][C:68]([O:71][CH3:72])=[CH:67][CH:66]=4)(=[O:62])=[O:61])=[CH:57][CH:58]=3)[CH:53]=[CH:52][C:51]2=[O:78])[CH:49]=1)#[N:87]. The yield is 0.197. (7) The reactants are [C:1]1([CH2:7][C:8](=[O:10])[CH3:9])[CH:6]=[CH:5][CH:4]=[CH:3][CH:2]=1.[Br:11][C:12]1[CH:19]=[CH:18][C:15]([CH:16]=O)=[CH:14][CH:13]=1.N1CCCCC1. The catalyst is C1C=CC=CC=1. The product is [Br:11][C:12]1[CH:19]=[CH:18][C:15]([CH:16]=[C:7]([C:1]2[CH:6]=[CH:5][CH:4]=[CH:3][CH:2]=2)[C:8](=[O:10])[CH3:9])=[CH:14][CH:13]=1. The yield is 0.380. (8) The yield is 0.680. The reactants are [CH2:1]([Li])[CH2:2]CC.[CH2:6]([CH:8]1[C:20]2[CH:19]=[CH:18][CH:17]=[CH:16][C:15]=2[C:14]2[C:9]1=[CH:10][CH:11]=[CH:12][CH:13]=2)[CH3:7].BrCC.Cl. The catalyst is C1COCC1.O. The product is [CH2:6]([C:8]1([CH2:1][CH3:2])[C:9]2[CH:10]=[CH:11][CH:12]=[CH:13][C:14]=2[C:15]2[C:20]1=[CH:19][CH:18]=[CH:17][CH:16]=2)[CH3:7]. (9) The reactants are O.C1(C)C=CC(S(O)(=O)=O)=CC=1.[C:13]([O:17][C:18]([C@@:20]1([NH:30]C(OC(C)(C)C)=O)[C@@H:22]([C:23]2[CH:28]=[CH:27][CH:26]=[CH:25][CH:24]=2)[C@H:21]1[CH3:29])=[O:19])([CH3:16])([CH3:15])[CH3:14].[OH-].[Na+]. The catalyst is C(#N)C. The product is [C:13]([O:17][C:18]([C@@:20]1([NH2:30])[C@@H:22]([C:23]2[CH:24]=[CH:25][CH:26]=[CH:27][CH:28]=2)[C@H:21]1[CH3:29])=[O:19])([CH3:16])([CH3:14])[CH3:15]. The yield is 0.990.